Dataset: NCI-60 drug combinations with 297,098 pairs across 59 cell lines. Task: Regression. Given two drug SMILES strings and cell line genomic features, predict the synergy score measuring deviation from expected non-interaction effect. (1) Drug 1: CCCS(=O)(=O)NC1=C(C(=C(C=C1)F)C(=O)C2=CNC3=C2C=C(C=N3)C4=CC=C(C=C4)Cl)F. Drug 2: CN(CCCl)CCCl.Cl. Cell line: UO-31. Synergy scores: CSS=5.74, Synergy_ZIP=-3.20, Synergy_Bliss=-3.02, Synergy_Loewe=-2.72, Synergy_HSA=-2.83. (2) Drug 1: C1=NC2=C(N1)C(=S)N=C(N2)N. Drug 2: CC1C(C(CC(O1)OC2CC(OC(C2O)C)OC3=CC4=CC5=C(C(=O)C(C(C5)C(C(=O)C(C(C)O)O)OC)OC6CC(C(C(O6)C)O)OC7CC(C(C(O7)C)O)OC8CC(C(C(O8)C)O)(C)O)C(=C4C(=C3C)O)O)O)O. Cell line: RPMI-8226. Synergy scores: CSS=21.8, Synergy_ZIP=2.20, Synergy_Bliss=3.69, Synergy_Loewe=-0.680, Synergy_HSA=1.30. (3) Drug 1: C1=CC(=CC=C1CC(C(=O)O)N)N(CCCl)CCCl.Cl. Drug 2: C1CC(=O)NC(=O)C1N2C(=O)C3=CC=CC=C3C2=O. Cell line: IGROV1. Synergy scores: CSS=16.6, Synergy_ZIP=-7.05, Synergy_Bliss=3.33, Synergy_Loewe=-2.93, Synergy_HSA=2.91. (4) Drug 1: CCC1=CC2CC(C3=C(CN(C2)C1)C4=CC=CC=C4N3)(C5=C(C=C6C(=C5)C78CCN9C7C(C=CC9)(C(C(C8N6C)(C(=O)OC)O)OC(=O)C)CC)OC)C(=O)OC.C(C(C(=O)O)O)(C(=O)O)O. Drug 2: CC(C)(C#N)C1=CC(=CC(=C1)CN2C=NC=N2)C(C)(C)C#N. Cell line: U251. Synergy scores: CSS=12.2, Synergy_ZIP=4.12, Synergy_Bliss=-1.47, Synergy_Loewe=-8.53, Synergy_HSA=-0.551. (5) Drug 1: N.N.Cl[Pt+2]Cl. Drug 2: CC1C(C(CC(O1)OC2CC(CC3=C2C(=C4C(=C3O)C(=O)C5=CC=CC=C5C4=O)O)(C(=O)C)O)N)O. Cell line: T-47D. Synergy scores: CSS=29.9, Synergy_ZIP=1.56, Synergy_Bliss=-0.815, Synergy_Loewe=-45.0, Synergy_HSA=-2.96.